Dataset: Forward reaction prediction with 1.9M reactions from USPTO patents (1976-2016). Task: Predict the product of the given reaction. (1) The product is: [CH2:13]([N:12]1[C:11]2[CH:15]=[CH:16][CH:17]=[CH:18][C:10]=2[N:9]=[C:8]1[C:5]1[C:4]([NH2:20])=[N:2][NH:7][CH:6]=1)[CH3:14]. Given the reactants C[N:2]([CH:4]=[C:5]([C:8]1[N:12]([CH2:13][CH3:14])[C:11]2[CH:15]=[CH:16][CH:17]=[CH:18][C:10]=2[N:9]=1)[C:6]#[N:7])C.O.[NH2:20]N, predict the reaction product. (2) Given the reactants [O:1]1[CH2:7][CH2:6][CH2:5][O:4][C:3]2[CH:8]=[C:9]([CH:12]([C:14]3[CH:19]=[C:18]([O:20][CH3:21])[CH:17]=[C:16]([O:22][CH3:23])[CH:15]=3)[OH:13])[CH:10]=[CH:11][C:2]1=2, predict the reaction product. The product is: [O:1]1[CH2:7][CH2:6][CH2:5][O:4][C:3]2[CH:8]=[C:9]([C:12]([C:14]3[CH:15]=[C:16]([O:22][CH3:23])[CH:17]=[C:18]([O:20][CH3:21])[CH:19]=3)=[O:13])[CH:10]=[CH:11][C:2]1=2.